Dataset: Full USPTO retrosynthesis dataset with 1.9M reactions from patents (1976-2016). Task: Predict the reactants needed to synthesize the given product. (1) Given the product [C:58]([O:62][C:63](=[O:74])[NH:64][CH2:65][CH:66]([NH:73][C:13](=[O:15])[C:12]1[CH:16]=[CH:17][C:9]([Cl:8])=[C:10]([NH:18][C:19]([C:21]2[C:32](=[O:33])[NH:31][C:24]3[N:25]=[C:26]([O:29][CH3:30])[N:27]=[CH:28][C:23]=3[CH:22]=2)=[O:20])[CH:11]=1)[C:67]1[CH:68]=[CH:69][CH:70]=[CH:71][CH:72]=1)([CH3:61])([CH3:59])[CH3:60], predict the reactants needed to synthesize it. The reactants are: C(N(CC)CC)C.[Cl:8][C:9]1[CH:17]=[CH:16][C:12]([C:13]([OH:15])=O)=[CH:11][C:10]=1[NH:18][C:19]([C:21]1[C:32](=[O:33])[NH:31][C:24]2[N:25]=[C:26]([O:29][CH3:30])[N:27]=[CH:28][C:23]=2[CH:22]=1)=[O:20].CN(C(ON1N=NC2C=CC=NC1=2)=[N+](C)C)C.F[P-](F)(F)(F)(F)F.[C:58]([O:62][C:63](=[O:74])[NH:64][CH2:65][CH:66]([NH2:73])[C:67]1[CH:72]=[CH:71][CH:70]=[CH:69][CH:68]=1)([CH3:61])([CH3:60])[CH3:59]. (2) Given the product [Cl:17][C:18]1[C:19]([O:8][CH2:7][CH:6]2[CH2:5][CH2:4][CH2:3][CH2:14]2)=[CH:20][C:21]([F:33])=[C:22]([CH:32]=1)[C:23]([NH:25][S:26](=[O:31])(=[O:30])[N:27]([CH3:29])[CH3:28])=[O:24], predict the reactants needed to synthesize it. The reactants are: ClC1[C:3](F)=[CH:4][C:5](F)=[C:6]([CH:14]=1)[C:7](NS(C)(=O)=O)=[O:8].[Cl:17][C:18]1[C:19](F)=[CH:20][C:21]([F:33])=[C:22]([CH:32]=1)[C:23]([NH:25][S:26](=[O:31])(=[O:30])[N:27]([CH3:29])[CH3:28])=[O:24].C12(CO)CC3CC(CC(C3)C1)C2.C1(CO)CCCC1. (3) The reactants are: [NH2:1][CH2:2][C@@H:3]([F:8])[C:4]([CH3:7])([OH:6])[CH3:5].Cl[C:10]([O:12][C:13]1[CH:18]=[CH:17][CH:16]=[CH:15][CH:14]=1)=[O:11].N1C=CC=CC=1. Given the product [F:8][C@@H:3]([C:4]([OH:6])([CH3:7])[CH3:5])[CH2:2][NH:1][C:10](=[O:11])[O:12][C:13]1[CH:18]=[CH:17][CH:16]=[CH:15][CH:14]=1, predict the reactants needed to synthesize it.